Dataset: Catalyst prediction with 721,799 reactions and 888 catalyst types from USPTO. Task: Predict which catalyst facilitates the given reaction. (1) Reactant: [CH3:1][O:2][C:3](=[O:16])[C@@H:4]1[CH2:8][CH2:7][CH2:6][N:5]1[C:9]([O:11][C:12]([CH3:15])([CH3:14])[CH3:13])=[O:10].C1C=C[NH+]=CC=1.C1C=C[NH+]=CC=1.[O-:29][Cr](O[Cr]([O-])(=O)=O)(=O)=O. Product: [C:12]([O:11][C:9]([N:5]1[CH2:6][C:7](=[O:29])[CH2:8][CH:4]1[C:3]([O:2][CH3:1])=[O:16])=[O:10])([CH3:13])([CH3:15])[CH3:14]. The catalyst class is: 2. (2) Reactant: [NH2:1][CH2:2][C:3]1[C:4]([NH:20][C@H:21]([C:24]2[CH:29]=[CH:28][C:27]([F:30])=[CH:26][CH:25]=2)[CH2:22][OH:23])=[N:5][C:6]([NH:10][C:11]2[CH:15]=[C:14]([O:16][CH:17]([CH3:19])[CH3:18])[NH:13][N:12]=2)=[C:7]([F:9])[CH:8]=1.[C:31](O)(=[O:33])[CH3:32]. Product: [F:9][C:7]1[CH:8]=[C:3]([CH2:2][NH:1][C:31](=[O:33])[CH3:32])[C:4]([NH:20][C@H:21]([C:24]2[CH:29]=[CH:28][C:27]([F:30])=[CH:26][CH:25]=2)[CH2:22][OH:23])=[N:5][C:6]=1[NH:10][C:11]1[CH:15]=[C:14]([O:16][CH:17]([CH3:19])[CH3:18])[NH:13][N:12]=1. The catalyst class is: 76. (3) Reactant: C([O:3][CH:4](OCC)[CH2:5][O:6][CH2:7][C:8]1[CH:13]=[CH:12][CH:11]=[CH:10][CH:9]=1)C.OS(O)(=O)=O. Product: [CH2:7]([O:6][CH2:5][CH:4]=[O:3])[C:8]1[CH:13]=[CH:12][CH:11]=[CH:10][CH:9]=1. The catalyst class is: 38. (4) Product: [F:17][C:15]1[CH:14]=[C:13]([N:18]2[CH2:22][CH2:21][CH2:20][CH:19]2[C:23]2[CH:24]=[C:25]([C:40]([N:3]([CH3:4])[CH3:2])=[O:41])[CH:26]=[C:27]3[C:32]=2[O:31][C:30]([N:33]2[CH2:38][CH2:37][O:36][CH2:35][CH2:34]2)=[CH:29][C:28]3=[O:39])[CH:12]=[C:11]([F:10])[CH:16]=1. Reactant: C[CH2:2][N:3](C(C)C)[CH:4](C)C.[F:10][C:11]1[CH:12]=[C:13]([N:18]2[CH2:22][CH2:21][CH2:20][CH:19]2[C:23]2[CH:24]=[C:25]([C:40](O)=[O:41])[CH:26]=[C:27]3[C:32]=2[O:31][C:30]([N:33]2[CH2:38][CH2:37][O:36][CH2:35][CH2:34]2)=[CH:29][C:28]3=[O:39])[CH:14]=[C:15]([F:17])[CH:16]=1.[B-](F)(F)(F)F.CN(C(ON1C(=O)CCC1=O)=[N+](C)C)C.CNC. The catalyst class is: 3. (5) Reactant: [C:1]([O:7][CH2:8][CH3:9])(=[O:6])[CH2:2][C:3]([CH3:5])=O.[F:10][C:11]1[CH:18]=[C:17]([Br:19])[CH:16]=[CH:15][C:12]=1[CH:13]=O.[NH4+:20].[OH-:21]. Product: [Br:19][C:17]1[CH:16]=[CH:15][C:12]([CH:13]2[C:2]([C:1]([O:7][CH2:8][CH3:9])=[O:6])=[C:3]([CH3:5])[NH:20][C:3]([CH3:5])=[C:2]2[C:1]([O:7][CH2:8][CH3:9])=[O:21])=[C:11]([F:10])[CH:18]=1. The catalyst class is: 271.